This data is from Forward reaction prediction with 1.9M reactions from USPTO patents (1976-2016). The task is: Predict the product of the given reaction. Given the reactants CO[C:3](=[O:23])[C:4]([C:6]1[C:14]2[C:9](=[C:10]([O:15][CH2:16][C:17]3[CH:22]=[CH:21][CH:20]=[CH:19][CH:18]=3)[CH:11]=[CH:12][CH:13]=2)[NH:8][CH:7]=1)=O.[C:24]1([CH2:36][C:37]([NH2:39])=[O:38])[C:34]2=[C:35]3[C:30](=[CH:31][CH:32]=[CH:33]2)[CH2:29][CH2:28][CH2:27][N:26]3[CH:25]=1, predict the reaction product. The product is: [CH2:16]([O:15][C:10]1[CH:11]=[CH:12][CH:13]=[C:14]2[C:9]=1[NH:8][CH:7]=[C:6]2[C:4]1[C:3](=[O:23])[NH:39][C:37](=[O:38])[C:36]=1[C:24]1[C:34]2=[C:35]3[C:30](=[CH:31][CH:32]=[CH:33]2)[CH2:29][CH2:28][CH2:27][N:26]3[CH:25]=1)[C:17]1[CH:18]=[CH:19][CH:20]=[CH:21][CH:22]=1.